From a dataset of Full USPTO retrosynthesis dataset with 1.9M reactions from patents (1976-2016). Predict the reactants needed to synthesize the given product. (1) Given the product [Cl:1][C:2]1[N:7]=[C:6]([N:8]([C:24]([O:26][C:27]([CH3:28])([CH3:30])[CH3:29])=[O:25])[N:9]([C:17]([O:19][C:20]([CH3:23])([CH3:22])[CH3:21])=[O:18])[C:10]([O:12][C:13]([CH3:15])([CH3:16])[CH3:14])=[O:11])[C:5]([F:31])=[C:4]([N:41]([CH3:40])[CH2:42][C:43]2[S:44][CH:45]=[CH:46][N:47]=2)[N:3]=1, predict the reactants needed to synthesize it. The reactants are: [Cl:1][C:2]1[N:7]=[C:6]([N:8]([C:24]([O:26][C:27]([CH3:30])([CH3:29])[CH3:28])=[O:25])[N:9]([C:17]([O:19][C:20]([CH3:23])([CH3:22])[CH3:21])=[O:18])[C:10]([O:12][C:13]([CH3:16])([CH3:15])[CH3:14])=[O:11])[C:5]([F:31])=[C:4](Cl)[N:3]=1.C(N(CC)CC)C.[CH3:40][NH:41][CH2:42][C:43]1[S:44][CH:45]=[CH:46][N:47]=1. (2) Given the product [CH:21]([C:7]1[N:8]=[C:9]([C:11]2[CH:16]=[CH:15][C:14]([C:17]([F:19])([F:20])[F:18])=[CH:13][CH:12]=2)[O:10][C:6]=1[CH2:4][OH:3])([CH3:23])[CH3:22], predict the reactants needed to synthesize it. The reactants are: C([O:3][C:4]([C:6]1[O:10][C:9]([C:11]2[CH:16]=[CH:15][C:14]([C:17]([F:20])([F:19])[F:18])=[CH:13][CH:12]=2)=[N:8][C:7]=1[CH:21]([CH3:23])[CH3:22])=O)C.[CH:21]([C:7]1[N:8]=[C:9]([C:11]2[CH:12]=[CH:13][C:14]([C:17]([F:20])([F:19])[F:18])=[CH:15][CH:16]=2)[O:10][C:6]=1[CH2:4][OH:3])([CH3:23])[CH3:22].[H-].[Al+3].[Li+].[H-].[H-].[H-]. (3) Given the product [F:33][C:10]([F:9])([F:34])[CH2:11][N:12]1[C:16]([C:17]2[CH:18]=[C:19]3[N:25]([C:24]4[CH:27]=[C:28]([CH2:31][NH:2][C:3]5[CH:8]=[N:7][CH:6]=[CH:5][N:4]=5)[CH:29]=[CH:30][C:23]=4[O:22][CH2:21][CH2:20]3)[N:26]=2)=[N:15][CH:14]=[N:13]1, predict the reactants needed to synthesize it. The reactants are: Cl.[NH2:2][C:3]1[CH:8]=[N:7][CH:6]=[CH:5][N:4]=1.[F:9][C:10]([F:34])([F:33])[CH2:11][N:12]1[C:16]([C:17]2[CH:18]=[C:19]3[N:25]([N:26]=2)[C:24]2[CH:27]=[C:28]([CH:31]=O)[CH:29]=[CH:30][C:23]=2[O:22][CH2:21][CH2:20]3)=[N:15][CH:14]=[N:13]1. (4) Given the product [CH2:12]([C:19]1([N:26]([CH3:27])[CH3:28])[CH2:20][CH2:21][C:22]([CH2:32][CH2:33][C:34]2[CH:35]=[CH:8][C:7]([F:11])=[CH:6][CH:5]=2)([OH:25])[CH2:23][CH2:24]1)[C:13]1[CH:18]=[CH:17][CH:16]=[CH:15][CH:14]=1.[ClH:29].[CH2:12]([C:19]1([N:26]([CH3:27])[CH3:28])[CH2:20][CH2:21][C:22]([CH2:32][CH2:33][C:34]2[CH:35]=[CH:8][C:7]([F:11])=[CH:6][CH:5]=2)([OH:25])[CH2:23][CH2:24]1)[C:13]1[CH:18]=[CH:17][CH:16]=[CH:15][CH:14]=1, predict the reactants needed to synthesize it. The reactants are: [Mg].BrCC[C:5]1C=C[CH:8]=[C:7]([F:11])[CH:6]=1.[CH2:12]([C:19]1([N:26]([CH3:28])[CH3:27])[CH2:24][CH2:23][C:22](=[O:25])[CH2:21][CH2:20]1)[C:13]1[CH:18]=[CH:17][CH:16]=[CH:15][CH:14]=1.[Cl-:29].[NH4+].O1[CH2:35][CH2:34][CH2:33][CH2:32]1. (5) The reactants are: [OH:1][C@@H:2]1[CH2:7][CH2:6][C@H:5]([NH:8][C:9]2[N:14]=[C:13]([C:15](OCC)=[O:16])[C:12]([N+:20]([O-])=O)=[C:11]([NH:23][C:24]3[CH:29]=[CH:28][CH:27]=[CH:26][C:25]=3[O:30][CH3:31])[N:10]=2)[CH2:4][CH2:3]1.ClC1N=C([C:39](OCC)=[O:40])C([N+]([O-])=O)=C(NC2C=CC=CC=2OC)N=1.[NH2:56][C@@H]1CC[C@H](O)CC1.C(N(C(C)C)CC)(C)C. Given the product [OH:1][C@@H:2]1[CH2:7][CH2:6][C@H:5]([NH:8][C:9]2[N:10]=[C:11]3[C:12]([NH:20][C:39](=[O:40])[N:23]3[C:24]3[CH:29]=[CH:28][CH:27]=[CH:26][C:25]=3[O:30][CH3:31])=[C:13]([C:15]([NH2:56])=[O:16])[N:14]=2)[CH2:4][CH2:3]1, predict the reactants needed to synthesize it. (6) The reactants are: C(OC([NH:11][CH:12]1[CH2:15][N:14]([C:16]2[CH:17]=[C:18]([CH:23]=[CH:24][CH:25]=2)[C:19]([O:21][CH3:22])=[O:20])[C:13]1=[O:26])=O)C1C=CC=CC=1. Given the product [NH2:11][CH:12]1[CH2:15][N:14]([C:16]2[CH:17]=[C:18]([CH:23]=[CH:24][CH:25]=2)[C:19]([O:21][CH3:22])=[O:20])[C:13]1=[O:26], predict the reactants needed to synthesize it. (7) Given the product [Cl:1][C:2]1[CH:7]=[CH:6][C:5]([C:18]2[S:22][C:21]([C:23]([O:25][CH2:26][CH3:11])=[O:24])=[C:20]([C:27]3[CH:32]=[CH:31][C:30]([S:33](=[O:36])(=[O:35])[NH2:34])=[C:29]([CH3:37])[CH:28]=3)[C:19]=2[CH3:38])=[CH:4][CH:3]=1, predict the reactants needed to synthesize it. The reactants are: [Cl:1][C:2]1[CH:7]=[CH:6][C:5](B(O)O)=[CH:4][CH:3]=1.[C:11](=O)([O-])[O-].[K+].[K+].Br[C:18]1[S:22][C:21]([C:23]([O:25][CH3:26])=[O:24])=[C:20]([C:27]2[CH:32]=[CH:31][C:30]([S:33](=[O:36])(=[O:35])[NH2:34])=[C:29]([CH3:37])[CH:28]=2)[C:19]=1[CH3:38]. (8) Given the product [OH:7][C@H:6]1[C@@H:2]([OH:1])[C@H:3]([C:10]2[C:14]3[N:15]=[CH:16][NH:17][C:18](=[O:19])[C:13]=3[NH:12][CH:11]=2)[N:4]([C:34]([O:33][C:30]([CH3:32])([CH3:31])[CH3:29])=[O:35])[C@@H:5]1[CH2:8][OH:9], predict the reactants needed to synthesize it. The reactants are: [OH:1][C@@H:2]1[C@H:6]([OH:7])[C@@H:5]([CH2:8][OH:9])[NH:4][C@H:3]1[C:10]1[C:14]2[N:15]=[CH:16][NH:17][C:18](=[O:19])[C:13]=2[NH:12][CH:11]=1.CO.C(N(CC)CC)C.[CH3:29][C:30]([O:33][C:34](O[C:34]([O:33][C:30]([CH3:32])([CH3:31])[CH3:29])=[O:35])=[O:35])([CH3:32])[CH3:31].